The task is: Predict the reactants needed to synthesize the given product.. This data is from Full USPTO retrosynthesis dataset with 1.9M reactions from patents (1976-2016). (1) Given the product [F:20][C:21]([F:26])([F:25])[C:22]([OH:24])=[O:23].[NH2:7][C@H:8]([CH2:16][O:17][CH3:18])[C:9]([N:11]1[CH2:14][CH:13]([F:15])[CH2:12]1)=[O:10], predict the reactants needed to synthesize it. The reactants are: C(OC(=O)[NH:7][C@H:8]([CH2:16][O:17][CH3:18])[C:9]([N:11]1[CH2:14][CH:13]([F:15])[CH2:12]1)=[O:10])(C)(C)C.[F:20][C:21]([F:26])([F:25])[C:22]([OH:24])=[O:23]. (2) Given the product [Cl:1][C:2]1[CH:3]=[C:4]([CH:31]=[C:32]([C:35]([F:36])([F:37])[F:38])[C:33]=1[OH:34])[CH2:5][C@@H:6]([CH2:10][C:11]([N:12]1[CH2:13][CH2:14][CH:15]([N:18]2[CH2:24][CH2:23][C:22]3[CH:25]=[CH:26][CH:27]=[CH:28][C:21]=3[NH:20][C:19]2=[O:29])[CH2:16][CH2:17]1)=[O:30])[C:7]([N:48]1[CH2:47][CH2:46][N:45]([CH:42]2[CH2:43][CH2:44][O:39][CH2:40][CH2:41]2)[CH2:50][CH2:49]1)=[O:9], predict the reactants needed to synthesize it. The reactants are: [Cl:1][C:2]1[CH:3]=[C:4]([CH:31]=[C:32]([C:35]([F:38])([F:37])[F:36])[C:33]=1[OH:34])[CH2:5][C@@H:6]([CH2:10][C:11](=[O:30])[N:12]1[CH2:17][CH2:16][CH:15]([N:18]2[CH2:24][CH2:23][C:22]3[CH:25]=[CH:26][CH:27]=[CH:28][C:21]=3[NH:20][C:19]2=[O:29])[CH2:14][CH2:13]1)[C:7]([OH:9])=O.[O:39]1[CH2:44][CH2:43][CH:42]([N:45]2[CH2:50][CH2:49][NH:48][CH2:47][CH2:46]2)[CH2:41][CH2:40]1. (3) Given the product [CH3:1][O:2][C:3]([C:5]1[N:6]=[C:7]([NH:10][C:11](=[O:21])[C@@H:12]([NH:20][C:34](=[O:35])[CH:33]([NH:32][C:30]([O:29][CH2:22][C:23]2[CH:28]=[CH:27][CH:26]=[CH:25][CH:24]=2)=[O:31])[C:37]2[CH:42]=[CH:41][C:40]([O:43][CH3:44])=[C:39]([CH3:45])[CH:38]=2)[CH2:13][C:14]2[CH:19]=[CH:18][CH:17]=[CH:16][CH:15]=2)[S:8][CH:9]=1)=[O:4], predict the reactants needed to synthesize it. The reactants are: [CH3:1][O:2][C:3]([C:5]1[N:6]=[C:7]([NH:10][C:11](=[O:21])[C@@H:12]([NH2:20])[CH2:13][C:14]2[CH:19]=[CH:18][CH:17]=[CH:16][CH:15]=2)[S:8][CH:9]=1)=[O:4].[CH2:22]([O:29][C:30]([NH:32][CH:33]([C:37]1[CH:42]=[CH:41][C:40]([O:43][CH3:44])=[C:39]([CH3:45])[CH:38]=1)[C:34](O)=[O:35])=[O:31])[C:23]1[CH:28]=[CH:27][CH:26]=[CH:25][CH:24]=1.C(N(C(C)C)CC)(C)C.ON1C2C=CC=CC=2N=N1.N1(OC(N(C)C)=[N+](C)C)C2C=CC=CC=2N=N1. (4) Given the product [F:53][C:46]1[CH:45]=[C:44]([F:54])[C:43]([Cl:42])=[CH:48][C:47]=1[S:49]([O:1][C:2]1[CH:10]=[CH:9][C:8]([C:11]2[N:12]([C:27]([O:29][C:30]([CH3:31])([CH3:33])[CH3:32])=[O:28])[C:13]3[C:18]([CH:19]=2)=[CH:17][C:16]([CH2:20][N:21]2[CH2:26][CH2:25][CH2:24][CH2:23][CH2:22]2)=[CH:15][CH:14]=3)=[C:7]2[C:3]=1[CH2:4][NH:5][C:6]2=[O:34])(=[O:51])=[O:50], predict the reactants needed to synthesize it. The reactants are: [OH:1][C:2]1[CH:10]=[CH:9][C:8]([C:11]2[N:12]([C:27]([O:29][C:30]([CH3:33])([CH3:32])[CH3:31])=[O:28])[C:13]3[C:18]([CH:19]=2)=[CH:17][C:16]([CH2:20][N:21]2[CH2:26][CH2:25][CH2:24][CH2:23][CH2:22]2)=[CH:15][CH:14]=3)=[C:7]2[C:3]=1[CH2:4][NH:5][C:6]2=[O:34].C(N(CC)CC)C.[Cl:42][C:43]1[C:44]([F:54])=[CH:45][C:46]([F:53])=[C:47]([S:49](Cl)(=[O:51])=[O:50])[CH:48]=1. (5) Given the product [CH3:12][CH:13]([N:1]1[CH2:6][CH2:5][CH:4]([OH:7])[CH2:3][CH2:2]1)[CH3:15], predict the reactants needed to synthesize it. The reactants are: [NH:1]1[CH2:6][CH2:5][CH:4]([OH:7])[CH2:3][CH2:2]1.C(O)(=O)C.[CH3:12][C:13]([CH3:15])=O. (6) Given the product [C-:12]#[N:13].[C-:12]#[N:13].[C-:12]#[N:13].[C-:12]#[N:13].[C-:12]#[N:13].[C-:12]#[N:13].[C-:12]#[N:13].[C-:12]#[N:13].[C-:12]#[N:13].[C-:12]#[N:13].[C-:12]#[N:13].[C-:12]#[N:13].[C-:12]#[N:13].[C-:12]#[N:13].[C-:12]#[N:13].[C-:12]#[N:13].[C-:12]#[N:13].[C-:12]#[N:13].[Fe+2:11].[Fe+2:41].[Fe+2:11].[Fe+3:11].[Fe+3:11].[Fe+3:11].[Fe+3:11], predict the reactants needed to synthesize it. The reactants are: O.O.O.O.O.O.O.O.O.O.[Fe-4:11](C#N)(C#N)(C#N)(C#N)(C#N)[C:12]#[N:13].[Na+].[Na+].[Na+].[Na+].O.O.O.O.O.O.O.O.O.[N+]([O-])([O-])=O.[Fe+2:41].[N+]([O-])([O-])=O. (7) Given the product [Cl:37][C:35]1[CH:34]=[CH:33][C:30]([C:31]#[N:32])=[C:29]([NH:28][C@H:23]2[CH2:24][CH2:25][CH2:26][CH2:27][C@@H:22]2[NH:21][C:9](=[O:10])[O:11][C:12]([CH3:13])([CH3:14])[CH3:15])[CH:36]=1, predict the reactants needed to synthesize it. The reactants are: [C:9](O[C:9]([O:11][C:12]([CH3:15])([CH3:14])[CH3:13])=[O:10])([O:11][C:12]([CH3:15])([CH3:14])[CH3:13])=[O:10].C1COCC1.[NH2:21][C@H:22]1[CH2:27][CH2:26][CH2:25][CH2:24][C@@H:23]1[NH:28][C:29]1[CH:36]=[C:35]([Cl:37])[CH:34]=[CH:33][C:30]=1[C:31]#[N:32]. (8) Given the product [C:1]([C:2]1[CH:3]=[C:4]([CH:27]=[CH:28][CH:29]=1)[C:5]([NH:7][C:8]1[CH:13]=[CH:12][C:11]([CH3:14])=[C:10]([NH:15][C:16]2[S:17][CH:18]=[C:19]([C:21]3[CH:22]=[N:23][CH:24]=[CH:25][CH:26]=3)[N:20]=2)[CH:9]=1)=[O:6])#[N:37], predict the reactants needed to synthesize it. The reactants are: [CH3:1][C:2]1[CH:3]=[C:4]([CH:27]=[CH:28][CH:29]=1)[C:5]([NH:7][C:8]1[CH:13]=[CH:12][C:11]([CH3:14])=[C:10]([NH:15][C:16]2[S:17][CH:18]=[C:19]([C:21]3[CH:22]=[N:23][CH:24]=[CH:25][CH:26]=3)[N:20]=2)[CH:9]=1)=[O:6].CC1C=CC([NH:37]C(C2C=C(C3C=CC=CC=3)C=CC=2)=O)=CC=1NC1SC=C(C2C=NC=CC=2)N=1.CC1C=CC(NC(=O)C2C=CC=C(C(F)(F)F)C=2)=CC=1NC1SC=C(C2C=NC=CC=2)N=1.CC1C=CC(NC(=O)C2C=CC(CN3CCCC3)=CC=2)=CC=1NC1SC=C(C2C=NC=CC=2)N=1.COC1C=C(OC)C=CC=1NC(=O)NC1C=CC(C(NC2C=CC(C)=C(NC3SC=C(C4C=NC=CC=4)N=3)C=2)=O)=CC=1.IC1C=CC=CC=1NC(=O)NC1C=CC(C(NC2C=CC(C)=C(NC3SC=C(C4C=NC=CC=4)N=3)C=2)=O)=CC=1.FC1C=CC(NC(=O)NC2C=CC(C(NC3C=CC(C)=C(NC4SC=C(C5C=NC=CC=5)N=4)C=3)=O)=CC=2)=CC=1.BrC1C=C(C=CC=1C)C(NC1C=CC(C)=C(NC2SC=C(C3C=NC=CC=3)N=2)C=1)=O.FC1C=CC(C(NC2C=CC(C)=C(NC3SC=C(C4C=NC=CC=4)N=3)C=2)=O)=CC=1.C(C1C=CC(C(NC2C=CC(C)=C(NC3SC=C(C4C=NC=CC=4)N=3)C=2)=O)=CC=1)#N. (9) Given the product [F:17][C:3]1[CH:4]=[C:5]([N:8]2[CH2:13][CH2:12][N:11]([CH2:14][CH2:15][OH:41])[CH2:10][CH2:9]2)[CH:6]=[CH:7][C:2]=1[NH:1][C:19]1[N:28]=[CH:27][C:26]2[C:21](=[C:22]([C:29]3[CH:30]=[C:31]([NH:35][C:36](=[O:39])[CH:37]=[CH2:38])[CH:32]=[CH:33][CH:34]=3)[CH:23]=[CH:24][CH:25]=2)[N:20]=1, predict the reactants needed to synthesize it. The reactants are: [NH2:1][C:2]1[CH:7]=[CH:6][C:5]([N:8]2[CH2:13][CH2:12][N:11]([CH:14](O)[CH3:15])[CH2:10][CH2:9]2)=[CH:4][C:3]=1[F:17].Cl[C:19]1[N:28]=[CH:27][C:26]2[C:21](=[C:22]([C:29]3[CH:30]=[C:31]([NH:35][C:36](=[O:39])[CH:37]=[CH2:38])[CH:32]=[CH:33][CH:34]=3)[CH:23]=[CH:24][CH:25]=2)[N:20]=1.C(O)(C(F)(F)F)=[O:41]. (10) Given the product [NH3:10].[O:35]=[C:26]1[C:27]2[C:28](=[CH:31][CH:32]=[CH:33][CH:34]=2)[C:29](=[O:30])[N:25]1[CH2:24][CH2:23][N:13]1[C@@H:8]([CH3:7])[CH2:9][N:10]([C:15]([O:17][C:18]([CH3:19])([CH3:21])[CH3:20])=[O:16])[CH2:11][C@H:12]1[CH3:14], predict the reactants needed to synthesize it. The reactants are: C(=O)([O-])[O-].[K+].[K+].[CH3:7][C@H:8]1[NH:13][C@@H:12]([CH3:14])[CH2:11][N:10]([C:15]([O:17][C:18]([CH3:21])([CH3:20])[CH3:19])=[O:16])[CH2:9]1.Br[CH2:23][CH2:24][N:25]1[C:29](=[O:30])[C:28]2=[CH:31][CH:32]=[CH:33][CH:34]=[C:27]2[C:26]1=[O:35].[I-].[Na+].